Dataset: Full USPTO retrosynthesis dataset with 1.9M reactions from patents (1976-2016). Task: Predict the reactants needed to synthesize the given product. Given the product [F:31][C:11]1[CH:12]=[C:13]([C:16]2[C:17]3[CH:24]=[C:23]([C:25]4[CH:26]=[N:27][N:28]([CH3:30])[CH:29]=4)[NH:22][C:18]=3[N:19]=[CH:20][N:21]=2)[CH:14]=[CH:15][C:10]=1[CH2:9][N:7]([CH3:8])[C:6]([C:41]1[S:45][C:44]([CH3:46])=[CH:43][CH:42]=1)=[O:5], predict the reactants needed to synthesize it. The reactants are: C([O:5][C:6](=O)[N:7]([CH2:9][C:10]1[CH:15]=[CH:14][C:13]([C:16]2[C:17]3[CH:24]=[C:23]([C:25]4[CH:26]=[N:27][N:28]([CH3:30])[CH:29]=4)[NH:22][C:18]=3[N:19]=[CH:20][N:21]=2)=[CH:12][C:11]=1[F:31])[CH3:8])(C)(C)C.C(O)(C(F)(F)F)=O.C[C:41]1[S:45][C:44]([C:46](O)=O)=[CH:43][CH:42]=1.CCN(C(C)C)C(C)C.CN(C(ON1N=NC2C=CC=NC1=2)=[N+](C)C)C.F[P-](F)(F)(F)(F)F.